From a dataset of Reaction yield outcomes from USPTO patents with 853,638 reactions. Predict the reaction yield, written as a fraction of the theoretical maximum amount of product (1.0 means a 100% yield; for example, 0.34 means a 34% yield). (1) The reactants are [NH2:1][C:2]1[CH:17]=[CH:16][CH:15]=[C:14]([Cl:18])[C:3]=1[C:4]([NH:6][C:7]1[CH:12]=[CH:11][CH:10]=[CH:9][C:8]=1[Cl:13])=[O:5].[Cl:19][CH2:20][C:21](Cl)=O. The catalyst is C(O)(=O)C. The product is [Cl:18][C:14]1[CH:15]=[CH:16][CH:17]=[C:2]2[C:3]=1[C:4](=[O:5])[N:6]([C:7]1[CH:12]=[CH:11][CH:10]=[CH:9][C:8]=1[Cl:13])[C:21]([CH2:20][Cl:19])=[N:1]2. The yield is 0.650. (2) The reactants are [CH3:1][CH:2]1[CH2:7][CH2:6][CH2:5][NH:4][CH2:3]1.[CH:8]([C:10]1[CH:25]=[CH:24][C:13]([O:14][C:15]2[CH:23]=[CH:22][C:18]([C:19]([NH2:21])=[O:20])=[CH:17][N:16]=2)=[CH:12][CH:11]=1)=O.C(O[BH-](OC(=O)C)OC(=O)C)(=O)C.[Na+].C(O)(=O)C. The catalyst is ClCCCl.CO.C(Cl)Cl. The product is [CH3:1][CH:2]1[CH2:7][CH2:6][CH2:5][N:4]([CH2:8][C:10]2[CH:25]=[CH:24][C:13]([O:14][C:15]3[CH:23]=[CH:22][C:18]([C:19]([NH2:21])=[O:20])=[CH:17][N:16]=3)=[CH:12][CH:11]=2)[CH2:3]1. The yield is 0.290.